This data is from Full USPTO retrosynthesis dataset with 1.9M reactions from patents (1976-2016). The task is: Predict the reactants needed to synthesize the given product. Given the product [C:23]([O:19][C:18](=[O:20])[C:17]1[CH:21]=[C:13]([Br:12])[CH:14]=[CH:15][C:16]=1[CH3:22])([CH3:26])([CH3:25])[CH3:24], predict the reactants needed to synthesize it. The reactants are: S([O-])([O-])(=O)=O.[Mg+2].OS(O)(=O)=O.[Br:12][C:13]1[CH:14]=[CH:15][C:16]([CH3:22])=[C:17]([CH:21]=1)[C:18]([OH:20])=[O:19].[C:23](O)([CH3:26])([CH3:25])[CH3:24].C(=O)(O)[O-].[Na+].